Dataset: Full USPTO retrosynthesis dataset with 1.9M reactions from patents (1976-2016). Task: Predict the reactants needed to synthesize the given product. Given the product [Cl:1][C:2]1[CH:11]=[C:10]([CH:12]([NH2:28])[CH3:13])[C:9]([C:15]2[CH:20]=[CH:19][CH:18]=[C:17]([F:21])[CH:16]=2)=[C:8]2[C:3]=1[CH:4]=[CH:5][CH:6]=[N:7]2, predict the reactants needed to synthesize it. The reactants are: [Cl:1][C:2]1[CH:11]=[C:10]([C:12](=O)[CH3:13])[C:9]([C:15]2[CH:20]=[CH:19][CH:18]=[C:17]([F:21])[CH:16]=2)=[C:8]2[C:3]=1[CH:4]=[CH:5][CH:6]=[N:7]2.C([O-])(=O)C.[NH4+].C([BH3-])#[N:28].[Na+].